This data is from Forward reaction prediction with 1.9M reactions from USPTO patents (1976-2016). The task is: Predict the product of the given reaction. (1) Given the reactants [O:1]=[C:2]1[N:6]([CH2:7][CH:8]2[CH2:13][CH2:12][N:11](C(OC(C)(C)C)=O)[CH2:10][CH2:9]2)[C:5](=[O:21])[CH2:4][O:3]1.[ClH:22], predict the reaction product. The product is: [ClH:22].[NH:11]1[CH2:12][CH2:13][CH:8]([CH2:7][N:6]2[C:5](=[O:21])[CH2:4][O:3][C:2]2=[O:1])[CH2:9][CH2:10]1. (2) Given the reactants [CH3:1][O:2][C:3]([C:5]1[CH:6]=[N:7][C:8]([N:11]2[CH2:24][CH2:23][C:14]3[NH:15][C:16]4[CH:17]=[CH:18][C:19]([CH3:22])=[CH:20][C:21]=4[C:13]=3[CH2:12]2)=[N:9][CH:10]=1)=[O:4].[H-].[Na+].[C:27](Cl)(=[O:29])[CH3:28], predict the reaction product. The product is: [CH3:1][O:2][C:3]([C:5]1[CH:6]=[N:7][C:8]([N:11]2[CH2:24][CH2:23][C:14]3[N:15]([C:27](=[O:29])[CH3:28])[C:16]4[CH:17]=[CH:18][C:19]([CH3:22])=[CH:20][C:21]=4[C:13]=3[CH2:12]2)=[N:9][CH:10]=1)=[O:4]. (3) Given the reactants [CH3:1][O:2][C:3]([CH:5]1[CH2:9][CH2:8][C:7](=[O:10])[NH:6]1)=[O:4].C(N(CC)CC)C.[C:18]([O:22][C:23](O[C:23]([O:22][C:18]([CH3:21])([CH3:20])[CH3:19])=[O:24])=[O:24])([CH3:21])([CH3:20])[CH3:19], predict the reaction product. The product is: [CH3:1][O:2][C:3]([CH:5]1[CH2:9][CH2:8][C:7](=[O:10])[N:6]1[C:23]([O:22][C:18]([CH3:21])([CH3:20])[CH3:19])=[O:24])=[O:4]. (4) Given the reactants Cl[C:2]1[C:11]2[C:6](=[CH:7][CH:8]=[CH:9][C:10]=2[O:12][CH:13]2[CH2:18][CH2:17][N:16]([CH3:19])[CH2:15][CH2:14]2)[N:5]=[CH:4][N:3]=1.[CH3:20][C:21]1[CH:22]=[C:23]([CH:25]=[CH:26][C:27]=1[O:28][CH2:29][C:30]1[CH:35]=[CH:34][CH:33]=[CH:32][N:31]=1)[NH2:24], predict the reaction product. The product is: [CH3:19][N:16]1[CH2:17][CH2:18][CH:13]([O:12][C:10]2[CH:9]=[CH:8][CH:7]=[C:6]3[C:11]=2[C:2]([NH:24][C:23]2[CH:25]=[CH:26][C:27]([O:28][CH2:29][C:30]4[CH:35]=[CH:34][CH:33]=[CH:32][N:31]=4)=[C:21]([CH3:20])[CH:22]=2)=[N:3][CH:4]=[N:5]3)[CH2:14][CH2:15]1.